This data is from Forward reaction prediction with 1.9M reactions from USPTO patents (1976-2016). The task is: Predict the product of the given reaction. Given the reactants [Br:1][C:2]1[CH:3]=[CH:4][C:5]([F:11])=[C:6]([CH:10]=1)[C:7]([OH:9])=O.[NH2:12][C:13]1[C:14]([CH3:24])=[C:15]([CH:20]=[CH:21][C:22]=1[CH3:23])[C:16]([O:18][CH3:19])=[O:17].CCN(C(C)C)C(C)C.CCCP1(OP(CCC)(=O)OP(CCC)(=O)O1)=O, predict the reaction product. The product is: [Br:1][C:2]1[CH:3]=[CH:4][C:5]([F:11])=[C:6]([CH:10]=1)[C:7]([NH:12][C:13]1[C:14]([CH3:24])=[C:15]([CH:20]=[CH:21][C:22]=1[CH3:23])[C:16]([O:18][CH3:19])=[O:17])=[O:9].